From a dataset of Full USPTO retrosynthesis dataset with 1.9M reactions from patents (1976-2016). Predict the reactants needed to synthesize the given product. (1) The reactants are: [CH3:1][N:2]1[C:6]([NH:7][C:8]([C:21]2[CH:26]=[CH:25][CH:24]=[CH:23][CH:22]=2)([C:15]2[CH:20]=[CH:19][CH:18]=[CH:17][CH:16]=2)[C:9]2[CH:14]=[CH:13][CH:12]=[CH:11][CH:10]=2)=[C:5]([CH2:27][CH2:28]C(O)=O)[CH:4]=[N:3]1.C([N:34](CC)CC)C.Cl[C:40]([O:42][CH2:43]C)=[O:41].[N-]=[N+]=[N-].[Na+]. Given the product [CH3:1][N:2]1[C:6]([NH:7][C:8]([C:9]2[CH:14]=[CH:13][CH:12]=[CH:11][CH:10]=2)([C:15]2[CH:16]=[CH:17][CH:18]=[CH:19][CH:20]=2)[C:21]2[CH:26]=[CH:25][CH:24]=[CH:23][CH:22]=2)=[C:5]([CH2:27][CH2:28][NH:34][C:40](=[O:41])[O:42][CH3:43])[CH:4]=[N:3]1, predict the reactants needed to synthesize it. (2) Given the product [C:1]([C:3]1([NH:6][C:7]([C:9]2[N:10]=[C:11]([N:19]3[CH2:24][CH2:23][C@@H:22]([NH:25][C:26]([C:28]4[NH:29][C:30]([CH3:35])=[C:31]([Cl:34])[C:32]=4[Cl:33])=[O:27])[C@@H:21]([O:36][CH3:37])[CH2:20]3)[S:12][C:13]=2[C:14]([OH:16])=[O:15])=[O:8])[CH2:5][CH2:4]1)#[N:2], predict the reactants needed to synthesize it. The reactants are: [C:1]([C:3]1([NH:6][C:7]([C:9]2[N:10]=[C:11]([N:19]3[CH2:24][CH2:23][C@@H:22]([NH:25][C:26]([C:28]4[NH:29][C:30]([CH3:35])=[C:31]([Cl:34])[C:32]=4[Cl:33])=[O:27])[C@@H:21]([O:36][CH3:37])[CH2:20]3)[S:12][C:13]=2[C:14]([O:16]CC)=[O:15])=[O:8])[CH2:5][CH2:4]1)#[N:2].C(=O)([O-])[O-].[K+].[K+].Cl. (3) The reactants are: [CH2:1]([O:3][C:4](=[O:23])[C:5]([CH3:22])([CH3:21])[CH:6]([C:8]1[CH:9]=[C:10]([O:19][CH3:20])[C:11]2[O:15][C:14]([CH3:17])([CH3:16])[CH2:13][C:12]=2[CH:18]=1)O)[CH3:2].C([SiH](CC)CC)C.C(=O)([O-])O.[Na+]. Given the product [CH2:1]([O:3][C:4](=[O:23])[C:5]([CH3:22])([CH3:21])[CH2:6][C:8]1[CH:9]=[C:10]([O:19][CH3:20])[C:11]2[O:15][C:14]([CH3:16])([CH3:17])[CH2:13][C:12]=2[CH:18]=1)[CH3:2], predict the reactants needed to synthesize it. (4) Given the product [CH3:23][O:22][N:21]([CH3:20])[C:10](=[O:17])[C:11]1[CH:16]=[CH:15][CH:14]=[N:13][CH:12]=1, predict the reactants needed to synthesize it. The reactants are: C(N(C(C)C)CC)(C)C.[C:10](Cl)(=[O:17])[C:11]1[CH:16]=[CH:15][CH:14]=[N:13][CH:12]=1.Cl.[CH3:20][NH:21][O:22][CH3:23]. (5) Given the product [CH:1]1([CH2:7][NH:8][C:9]2[O:10][C:11]3[CH:17]=[C:16]([O:18][C:19]4[CH:24]=[CH:23][N:22]=[C:21]([C:25]([NH:35][NH2:36])=[O:27])[CH:20]=4)[CH:15]=[CH:14][C:12]=3[N:13]=2)[CH2:6][CH2:5][CH2:4][CH2:3][CH2:2]1, predict the reactants needed to synthesize it. The reactants are: [CH:1]1([CH2:7][NH:8][C:9]2[O:10][C:11]3[CH:17]=[C:16]([O:18][C:19]4[CH:24]=[CH:23][N:22]=[C:21]([C:25]([OH:27])=O)[CH:20]=4)[CH:15]=[CH:14][C:12]=3[N:13]=2)[CH2:6][CH2:5][CH2:4][CH2:3][CH2:2]1.F[P-](F)(F)(F)(F)F.[N:35]1(O[P+](N(C)C)(N(C)C)N(C)C)C2C=CC=CC=2N=[N:36]1.C(OC(C)(C)C)(=O)NN. (6) Given the product [ClH:31].[ClH:31].[N:1]1([C:7]2[C:17]3[O:16][CH2:15][CH2:14][NH:13][CH2:12][C:11]=3[CH:10]=[CH:9][CH:8]=2)[CH2:6][CH2:5][O:4][CH2:3][CH2:2]1, predict the reactants needed to synthesize it. The reactants are: [N:1]1([C:7]2[C:17]3[O:16][CH2:15][CH2:14][N:13](C(OC(C)(C)C)=O)[CH2:12][C:11]=3[CH:10]=[CH:9][CH:8]=2)[CH2:6][CH2:5][O:4][CH2:3][CH2:2]1.C(OCC)(=O)C.[ClH:31]. (7) Given the product [CH3:1][O:2][C:3](=[O:15])[CH2:4][C:5]1[C:13]2[C:8](=[N:9][CH:10]=[CH:11][CH:12]=2)[N:7]([CH2:41][C:40]2[CH:43]=[CH:44][C:37]([N+:34]([O-:36])=[O:35])=[CH:38][CH:39]=2)[C:6]=1[CH3:14], predict the reactants needed to synthesize it. The reactants are: [CH3:1][O:2][C:3](=[O:15])[CH2:4][C:5]1[C:13]2[C:8](=[N:9][CH:10]=[CH:11][CH:12]=2)[NH:7][C:6]=1[CH3:14].CCN(P1(N(C)CCCN1C)=NC(C)(C)C)CC.[N+:34]([C:37]1[CH:44]=[CH:43][C:40]([CH2:41]Br)=[CH:39][CH:38]=1)([O-:36])=[O:35].